Predict the reactants needed to synthesize the given product. From a dataset of Full USPTO retrosynthesis dataset with 1.9M reactions from patents (1976-2016). (1) The reactants are: [C:1]([O:5][C:6]([N:8]1[C@@H:12]([C:13]2[CH:18]=[CH:17][CH:16]=[CH:15][CH:14]=2)[C@@H:11]([C:19]([O:21]C)=[O:20])[O:10][C@@H:9]1[C:23]1[CH:28]=[CH:27][C:26]([O:29][CH3:30])=[CH:25][CH:24]=1)=[O:7])([CH3:4])([CH3:3])[CH3:2].O.C(=O)([O-])[O-].[K+].[K+]. Given the product [C:1]([O:5][C:6]([N:8]1[C@@H:12]([C:13]2[CH:18]=[CH:17][CH:16]=[CH:15][CH:14]=2)[C@@H:11]([C:19]([OH:21])=[O:20])[O:10][C@@H:9]1[C:23]1[CH:28]=[CH:27][C:26]([O:29][CH3:30])=[CH:25][CH:24]=1)=[O:7])([CH3:4])([CH3:3])[CH3:2], predict the reactants needed to synthesize it. (2) Given the product [N+:18]([C:15]1[CH:14]=[CH:13][C:12]([N:9]2[CH2:8][CH2:7][N:6]([CH2:1][CH2:2][CH3:3])[CH2:11][CH2:10]2)=[CH:17][CH:16]=1)([O-:20])=[O:19], predict the reactants needed to synthesize it. The reactants are: [CH2:1]([N:6]1[CH2:11][CH2:10][N:9]([C:12]2[CH:17]=[CH:16][C:15]([N+:18]([O-:20])=[O:19])=[CH:14][CH:13]=2)[CH2:8][CH2:7]1)[CH2:2][CH:3](C)C.[N+](C1C=CC(N2CCNCC2)=CC=1)([O-])=O.C(=O)CC(C)C. (3) Given the product [Cl:10][C:11]1[CH:12]=[C:13]([NH:14][C:7]2[CH2:6][CH2:5][CH2:4][C:3](=[O:9])[C:2]=2[CH3:1])[CH:15]=[CH:16][CH:17]=1, predict the reactants needed to synthesize it. The reactants are: [CH3:1][CH:2]1[C:7](=O)[CH2:6][CH2:5][CH2:4][C:3]1=[O:9].[Cl:10][C:11]1[CH:12]=[C:13]([CH:15]=[CH:16][CH:17]=1)[NH2:14]. (4) Given the product [Cl:1][C:2]1[C:3]2[CH:14]=[CH:13][C:12](=[O:15])[N:11]([C:16]3[C:21]([F:22])=[CH:20][CH:19]=[CH:18][C:17]=3[F:23])[C:4]=2[N:5]=[C:6]([NH:24][CH:25]([CH2:28][OH:29])[CH2:26][OH:27])[N:7]=1, predict the reactants needed to synthesize it. The reactants are: [Cl:1][C:2]1[C:3]2[CH:14]=[CH:13][C:12](=[O:15])[N:11]([C:16]3[C:21]([F:22])=[CH:20][CH:19]=[CH:18][C:17]=3[F:23])[C:4]=2[N:5]=[C:6](S(C)=O)[N:7]=1.[NH2:24][CH:25]([CH2:28][OH:29])[CH2:26][OH:27].CCN(CC)CC. (5) Given the product [CH:12]([C:16]1[C:17]([NH:28][CH2:29][C:30]([F:32])([F:33])[F:31])=[N:18][C:19]([N:23]2[CH:27]=[C:26]([Cl:1])[CH:25]=[N:24]2)=[N:20][C:21]=1[Cl:22])([CH2:14][CH3:15])[CH3:13], predict the reactants needed to synthesize it. The reactants are: [Cl:1]N1C(=O)CCC1=O.C(#N)C.[CH:12]([C:16]1[C:17]([NH:28][CH2:29][C:30]([F:33])([F:32])[F:31])=[N:18][C:19]([N:23]2[CH:27]=[CH:26][CH:25]=[N:24]2)=[N:20][C:21]=1[Cl:22])([CH2:14][CH3:15])[CH3:13].